This data is from Full USPTO retrosynthesis dataset with 1.9M reactions from patents (1976-2016). The task is: Predict the reactants needed to synthesize the given product. (1) Given the product [CH2:20]([S:17]([N:12]1[CH2:11][CH:10]2[CH2:16][CH:14]([CH2:15][NH:8][CH2:9]2)[CH2:13]1)(=[O:19])=[O:18])[CH2:21][CH2:22][CH3:23], predict the reactants needed to synthesize it. The reactants are: C([N:8]1[CH2:15][CH:14]2[CH2:16][CH:10]([CH2:11][N:12]([S:17]([CH2:20][CH2:21][CH2:22][CH3:23])(=[O:19])=[O:18])[CH2:13]2)[CH2:9]1)C1C=CC=CC=1. (2) Given the product [NH2:23][C@H:18]1[C@H:19]([F:22])[CH2:20][O:21][C@H:15]([C:14]2[N:13]([CH3:31])[N:12]=[CH:11][C:10]=2[NH:9][C:7]([C:5]2[N:6]=[C:2]([C:34]3[CH:35]=[C:36]([F:40])[CH:37]=[C:38]([F:39])[C:33]=3[F:32])[S:3][CH:4]=2)=[O:8])[CH2:16][CH2:17]1, predict the reactants needed to synthesize it. The reactants are: Br[C:2]1[S:3][CH:4]=[C:5]([C:7]([NH:9][C:10]2[CH:11]=[N:12][N:13]([CH3:31])[C:14]=2[C@H:15]2[O:21][CH2:20][C@@H:19]([F:22])[C@H:18]([NH:23]C(=O)OC(C)(C)C)[CH2:17][CH2:16]2)=[O:8])[N:6]=1.[F:32][C:33]1[C:38]([F:39])=[CH:37][C:36]([F:40])=[CH:35][C:34]=1B(O)O. (3) Given the product [Cl:22][C:20]1[CH:19]=[N:18][C:16]2[N:17]=[C:12]([N:6]3[CH2:7][C@@H:8]4[CH2:11][C@H:5]3[CH2:10][N:9]4[CH3:1])[C:13]3[N:14]([CH:23]=[N:24][N:25]=3)[C:15]=2[CH:21]=1, predict the reactants needed to synthesize it. The reactants are: [CH2:1]=O.[BH4-].[Na+].[C@H:5]12[CH2:11][C@H:8]([NH:9][CH2:10]1)[CH2:7][N:6]2[C:12]1[C:13]2[N:14]([CH:23]=[N:24][N:25]=2)[C:15]2[CH:21]=[C:20]([Cl:22])[CH:19]=[N:18][C:16]=2[N:17]=1. (4) Given the product [CH2:25]([O:24][C:22](=[O:23])[C:21]1[CH:32]=[CH:33][C:18]([O:16][CH2:15][CH2:14][CH:11]2[CH2:12][CH2:13][N:8]([C:1]([O:3][C:4]([CH3:7])([CH3:6])[CH3:5])=[O:2])[CH2:9][CH2:10]2)=[CH:19][CH:20]=1)[C:26]1[CH:27]=[CH:28][CH:29]=[CH:30][CH:31]=1, predict the reactants needed to synthesize it. The reactants are: [C:1]([N:8]1[CH2:13][CH2:12][CH:11]([CH2:14][CH2:15][OH:16])[CH2:10][CH2:9]1)([O:3][C:4]([CH3:7])([CH3:6])[CH3:5])=[O:2].O[C:18]1[CH:33]=[CH:32][C:21]([C:22]([O:24][CH2:25][C:26]2[CH:31]=[CH:30][CH:29]=[CH:28][CH:27]=2)=[O:23])=[CH:20][CH:19]=1. (5) Given the product [CH2:1]([O:8][C:9]([NH:11]/[C:12](=[CH:17]\[C:18]1[CH:22]=[CH:21][S:23][CH:24]=1)/[C:13]([O:15][CH3:16])=[O:14])=[O:10])[C:2]1[CH:3]=[CH:4][CH:5]=[CH:6][CH:7]=1, predict the reactants needed to synthesize it. The reactants are: [CH2:1]([O:8][C:9]([NH:11]/[C:12](=[CH:17]\[C:18]1SC=[CH:21][CH:22]=1)/[C:13]([O:15][CH3:16])=[O:14])=[O:10])[C:2]1[CH:7]=[CH:6][CH:5]=[CH:4][CH:3]=1.[S:23]1C=CC(C=O)=[CH:24]1. (6) Given the product [Br:1][C:2]1[CH:3]=[C:4]([CH:8]=[C:9]([Br:11])[CH:10]=1)[C:5]([N:14]([O:15][CH3:16])[CH3:13])=[O:6], predict the reactants needed to synthesize it. The reactants are: [Br:1][C:2]1[CH:3]=[C:4]([CH:8]=[C:9]([Br:11])[CH:10]=1)[C:5](O)=[O:6].Cl.[CH3:13][NH:14][O:15][CH3:16].C(N=[N+]=[N-])C.O. (7) Given the product [OH:1][C:2]1[CH:3]=[C:4]([C:9]2([C:12]([O:14][CH3:15])=[O:13])[CH2:11][CH2:10]2)[CH:5]=[CH:6][C:7]=1[OH:8], predict the reactants needed to synthesize it. The reactants are: [OH:1][C:2]1[CH:3]=[C:4]([C:9]2([C:12]([OH:14])=[O:13])[CH2:11][CH2:10]2)[CH:5]=[CH:6][C:7]=1[OH:8].[CH3:15]C1C=CC(S(O)(=O)=O)=CC=1. (8) Given the product [NH2:10][CH:11]1[C:16](=[O:17])[N:15]2[CH:18]([CH2:26][C:27]3[CH:32]=[CH:31][C:30]([Cl:33])=[CH:29][CH:28]=3)[C:19](=[O:25])[N:20]([CH:22]([CH3:23])[CH3:24])[CH2:21][CH:14]2[N:13]([S:34]([C:37]2[CH:42]=[CH:41][C:40]([Cl:43])=[CH:39][C:38]=2[Cl:44])(=[O:36])=[O:35])[CH2:12]1, predict the reactants needed to synthesize it. The reactants are: C(OC(=O)[NH:10][CH:11]1[C:16](=[O:17])[N:15]2[CH:18]([CH2:26][C:27]3[CH:32]=[CH:31][C:30]([Cl:33])=[CH:29][CH:28]=3)[C:19](=[O:25])[N:20]([CH:22]([CH3:24])[CH3:23])[CH2:21][CH:14]2[N:13]([S:34]([C:37]2[CH:42]=[CH:41][C:40]([Cl:43])=[CH:39][C:38]=2[Cl:44])(=[O:36])=[O:35])[CH2:12]1)C1C=CC=CC=1.Br.C(=O)([O-])[O-].[Na+].[Na+].